This data is from Peptide-MHC class I binding affinity with 185,985 pairs from IEDB/IMGT. The task is: Regression. Given a peptide amino acid sequence and an MHC pseudo amino acid sequence, predict their binding affinity value. This is MHC class I binding data. The peptide sequence is SNFLFALL. The MHC is H-2-Kb with pseudo-sequence H-2-Kb. The binding affinity (normalized) is 0.808.